Predict which catalyst facilitates the given reaction. From a dataset of Catalyst prediction with 721,799 reactions and 888 catalyst types from USPTO. Reactant: C([NH:5][S:6]([C:9]1[CH:14]=[CH:13][CH:12]=[C:11]([C:15]2[CH:20]=[C:19]([C:21]3[N:26]=[C:25]([C:27]([F:30])([F:29])[F:28])[CH:24]=[C:23]([C:31]4[CH:36]=[CH:35][C:34]([C:37]([F:40])([F:39])[F:38])=[CH:33][C:32]=4[F:41])[N:22]=3)[CH:18]=[CH:17][N:16]=2)[CH:10]=1)(=[O:8])=[O:7])(C)(C)C.C(O)(C(F)(F)F)=O. Product: [F:41][C:32]1[CH:33]=[C:34]([C:37]([F:40])([F:39])[F:38])[CH:35]=[CH:36][C:31]=1[C:23]1[CH:24]=[C:25]([C:27]([F:30])([F:28])[F:29])[N:26]=[C:21]([C:19]2[CH:18]=[CH:17][N:16]=[C:15]([C:11]3[CH:10]=[C:9]([S:6]([NH2:5])(=[O:7])=[O:8])[CH:14]=[CH:13][CH:12]=3)[CH:20]=2)[N:22]=1. The catalyst class is: 4.